From a dataset of Reaction yield outcomes from USPTO patents with 853,638 reactions. Predict the reaction yield, written as a fraction of the theoretical maximum amount of product (1.0 means a 100% yield; for example, 0.34 means a 34% yield). (1) The reactants are [Br:1][C:2]1[CH:7]=[CH:6][C:5]([NH:8][C:9](=[O:13])OCC)=[C:4]([C:14]#[N:15])[C:3]=1[F:16].[CH:17]([NH:19]N)=O.C[N:22]1CCCC1=O. No catalyst specified. The product is [Br:1][C:2]1[CH:7]=[CH:6][C:5]2[NH:8][C:9](=[O:13])[N:15]3[N:22]=[CH:17][N:19]=[C:14]3[C:4]=2[C:3]=1[F:16]. The yield is 0.920. (2) The reactants are CN1CCN(C2C=CC(NC3C4N(N=CN=4)C(C4C=C(C(N)=O)SC=4)=CN=3)=CC=2)CC1.[Br:32][C:33]1[N:38]2[N:39]=[CH:40][N:41]=[C:37]2[C:36](Br)=[N:35][CH:34]=1.[C:43]([N:47]1[CH2:52][CH2:51][N:50]([C:53]2[CH:58]=[CH:57][C:56]([NH2:59])=[CH:55][CH:54]=2)[CH2:49][CH2:48]1)([CH3:46])([CH3:45])[CH3:44].C(N(C(C)C)C(C)C)C. The catalyst is CC(O)C. The product is [Br:32][C:33]1[N:38]2[N:39]=[CH:40][N:41]=[C:37]2[C:36]([NH:59][C:56]2[CH:55]=[CH:54][C:53]([N:50]3[CH2:49][CH2:48][N:47]([C:43]([CH3:46])([CH3:45])[CH3:44])[CH2:52][CH2:51]3)=[CH:58][CH:57]=2)=[N:35][CH:34]=1. The yield is 0.920. (3) The reactants are [C:1]([O:5][C:6]([N:8]1[CH2:12][CH2:11][CH2:10][C@@H:9]1[CH2:13][O:14][C:15]1[CH:20]=[CH:19][C:18]([OH:21])=[CH:17][CH:16]=1)=[O:7])([CH3:4])([CH3:3])[CH3:2].Cl[C:23]1[S:24][C:25]2[CH:31]=[C:30]([Cl:32])[CH:29]=[CH:28][C:26]=2[N:27]=1. No catalyst specified. The product is [C:1]([O:5][C:6]([N:8]1[CH2:12][CH2:11][CH2:10][C@@H:9]1[CH2:13][O:14][C:15]1[CH:20]=[CH:19][C:18]([O:21][C:23]2[S:24][C:25]3[CH:31]=[C:30]([Cl:32])[CH:29]=[CH:28][C:26]=3[N:27]=2)=[CH:17][CH:16]=1)=[O:7])([CH3:4])([CH3:2])[CH3:3]. The yield is 0.750. (4) The reactants are N(C(OC(C)C)=O)=NC(OC(C)C)=O.C1(P(C2C=CC=CC=2)C2C=CC=CC=2)C=CC=CC=1.[C:34]([OH:42])(=[S:41])[C:35]1[CH:40]=[CH:39][CH:38]=[CH:37][CH:36]=1.[F:43][C:44]([F:53])([C:49]([F:52])([F:51])[F:50])[CH2:45][CH2:46][CH2:47]O. The catalyst is C1COCC1. The product is [F:43][C:44]([F:53])([C:49]([F:52])([F:51])[F:50])[CH2:45][CH2:46][CH2:47][S:41][C:34](=[O:42])[C:35]1[CH:40]=[CH:39][CH:38]=[CH:37][CH:36]=1. The yield is 0.990.